Dataset: Reaction yield outcomes from USPTO patents with 853,638 reactions. Task: Predict the reaction yield, written as a fraction of the theoretical maximum amount of product (1.0 means a 100% yield; for example, 0.34 means a 34% yield). (1) The reactants are [NH2:1][C@H:2]1[C:11]2[C:6](=[CH:7][CH:8]=[C:9]([F:12])[CH:10]=2)[N:5]([C:13](=[O:15])[CH3:14])[C@@H:4]([CH:16]2[CH2:18][CH2:17]2)[C@@H:3]1[CH3:19].Br[C:21]1[CH:26]=[CH:25][CH:24]=[C:23]([CH3:27])[N:22]=1.CC(C)([O-])C.[Na+].CN(C1C(C2C(P(C3CCCCC3)C3CCCCC3)=CC=CC=2)=CC=CC=1)C. The catalyst is O1CCOCC1.C1C=CC(/C=C/C(/C=C/C2C=CC=CC=2)=O)=CC=1.C1C=CC(/C=C/C(/C=C/C2C=CC=CC=2)=O)=CC=1.C1C=CC(/C=C/C(/C=C/C2C=CC=CC=2)=O)=CC=1.[Pd].[Pd]. The product is [CH:16]1([C@H:4]2[C@H:3]([CH3:19])[C@@H:2]([NH:1][C:21]3[CH:26]=[CH:25][CH:24]=[C:23]([CH3:27])[N:22]=3)[C:11]3[C:6](=[CH:7][CH:8]=[C:9]([F:12])[CH:10]=3)[N:5]2[C:13](=[O:15])[CH3:14])[CH2:18][CH2:17]1. The yield is 0.267. (2) The reactants are [F:1][C:2]([F:14])([F:13])[C:3]1[CH:4]=[C:5]([S:9](Cl)(=[O:11])=[O:10])[CH:6]=[CH:7][CH:8]=1.[NH2:15][C:16]1[C:21]([O:22]CC2C=CC=CC=2)=[CH:20][CH:19]=[CH:18][N:17]=1. The catalyst is O.[OH-].[Na+].[Pd]. The product is [OH:22][C:21]1[C:16]([NH:15][S:9]([C:5]2[CH:6]=[CH:7][CH:8]=[C:3]([C:2]([F:14])([F:13])[F:1])[CH:4]=2)(=[O:11])=[O:10])=[N:17][CH:18]=[CH:19][CH:20]=1. The yield is 0.240. (3) The reactants are COC(=O)CCC(C)=[CH:7][CH2:8][C:9]1[C:10]([O:22][CH2:23][CH2:24][Si:25]([CH3:28])([CH3:27])[CH3:26])=[C:11]2[C:15](=[C:16]([CH3:20])[C:17]=1[O:18][CH3:19])[CH2:14][O:13][C:12]2=[O:21].N1C=CC=CC=1.NC(N)=S.C[OH:42]. The product is [CH3:19][O:18][C:17]1[C:16]([CH3:20])=[C:15]2[C:11]([C:12](=[O:21])[O:13][CH2:14]2)=[C:10]([O:22][CH2:23][CH2:24][Si:25]([CH3:27])([CH3:26])[CH3:28])[C:9]=1[CH2:8][CH:7]=[O:42]. The yield is 0.750. The catalyst is C(Cl)Cl. (4) The reactants are Cl[C:2]1[N:3]=[C:4]([NH:11][C:12]2[CH:17]=[CH:16][CH:15]=[C:14]([N:18]3[CH2:22][CH2:21][CH2:20][CH:19]3[CH2:23][O:24][CH3:25])[CH:13]=2)[C:5]2[N:10]=[CH:9][S:8][C:6]=2[N:7]=1.CC1(C)C(C)(C)OB([C:34]2[CH:35]=[C:36]([CH:41]=[CH:42][CH:43]=2)[C:37]([O:39][CH3:40])=[O:38])O1.C([O-])([O-])=O.[Na+].[Na+]. The catalyst is O.O1CCOCC1.C1C=CC([P]([Pd]([P](C2C=CC=CC=2)(C2C=CC=CC=2)C2C=CC=CC=2)([P](C2C=CC=CC=2)(C2C=CC=CC=2)C2C=CC=CC=2)[P](C2C=CC=CC=2)(C2C=CC=CC=2)C2C=CC=CC=2)(C2C=CC=CC=2)C2C=CC=CC=2)=CC=1. The product is [CH3:25][O:24][CH2:23][CH:19]1[CH2:20][CH2:21][CH2:22][N:18]1[C:14]1[CH:13]=[C:12]([NH:11][C:4]2[C:5]3[N:10]=[CH:9][S:8][C:6]=3[N:7]=[C:2]([C:34]3[CH:35]=[C:36]([CH:41]=[CH:42][CH:43]=3)[C:37]([O:39][CH3:40])=[O:38])[N:3]=2)[CH:17]=[CH:16][CH:15]=1. The yield is 0.590. (5) The product is [CH:27]1([C:30]([NH:1][C:2]2[N:26]=[C:5]3[CH:6]=[CH:7][C:8]([O:10][C:11]4[CH:12]=[C:13]([NH:18][C:19](=[O:25])[O:20][C:21]([CH3:23])([CH3:22])[CH3:24])[CH:14]=[CH:15][C:16]=4[CH3:17])=[CH:9][N:4]3[N:3]=2)=[O:31])[CH2:29][CH2:28]1. The catalyst is CN(C)C(=O)C.O. The reactants are [NH2:1][C:2]1[N:26]=[C:5]2[CH:6]=[CH:7][C:8]([O:10][C:11]3[CH:12]=[C:13]([NH:18][C:19](=[O:25])[O:20][C:21]([CH3:24])([CH3:23])[CH3:22])[CH:14]=[CH:15][C:16]=3[CH3:17])=[CH:9][N:4]2[N:3]=1.[CH:27]1([C:30](Cl)=[O:31])[CH2:29][CH2:28]1. The yield is 0.890. (6) The reactants are [C:1]1([C:15]2[CH:20]=[CH:19][CH:18]=[CH:17][CH:16]=2)[CH:6]=[CH:5][CH:4]=[C:3]([C:7]2([CH2:13][NH2:14])[CH2:12][CH2:11][O:10][CH2:9][CH2:8]2)[CH:2]=1.[F:21][C:22]([F:38])([F:37])[C:23]1[O:27][N:26]=[C:25]([C:28]2[CH:29]=[N:30][CH:31]=[C:32]([CH:36]=2)[C:33](O)=[O:34])[N:24]=1. No catalyst specified. The product is [C:1]1([C:15]2[CH:20]=[CH:19][CH:18]=[CH:17][CH:16]=2)[CH:6]=[CH:5][CH:4]=[C:3]([C:7]2([CH2:13][NH:14][C:33](=[O:34])[C:32]3[CH:36]=[C:28]([C:25]4[N:24]=[C:23]([C:22]([F:38])([F:37])[F:21])[O:27][N:26]=4)[CH:29]=[N:30][CH:31]=3)[CH2:8][CH2:9][O:10][CH2:11][CH2:12]2)[CH:2]=1. The yield is 0.480. (7) The reactants are [C:1]([C:3]1([C:6]2[CH:7]=[C:8]([CH:12]=[CH:13][CH:14]=2)[C:9]([OH:11])=O)[CH2:5][CH2:4]1)#[N:2].C(Cl)(=O)C(Cl)=O.[NH2:21][C:22]1[CH:23]=[C:24]([CH:39]=[CH:40][CH:41]=1)[O:25][C:26]1[CH:27]=[CH:28][C:29]2[N:30]([CH:32]=[C:33]([NH:35][C:36](=[O:38])[CH3:37])[N:34]=2)[N:31]=1.C(=O)([O-])O.[Na+]. The catalyst is O1CCCC1.CN(C)C=O.CN1CCCC1=O. The product is [C:36]([NH:35][C:33]1[N:34]=[C:29]2[CH:28]=[CH:27][C:26]([O:25][C:24]3[CH:23]=[C:22]([NH:21][C:9](=[O:11])[C:8]4[CH:12]=[CH:13][CH:14]=[C:6]([C:3]5([C:1]#[N:2])[CH2:4][CH2:5]5)[CH:7]=4)[CH:41]=[CH:40][CH:39]=3)=[N:31][N:30]2[CH:32]=1)(=[O:38])[CH3:37]. The yield is 0.750. (8) The reactants are [CH3:1][O:2][C:3]1[C:11]([CH3:12])=[C:10]2[C:6]([C:7](=[O:13])[O:8][CH2:9]2)=[C:5]([O:14][CH2:15][CH2:16][Si:17]([CH3:20])([CH3:19])[CH3:18])[C:4]=1[CH2:21][CH:22]=[C:23]([CH3:26])[CH:24]=O.C(O)(=O)C(O)=O.[CH2:33]([O:35][P:36]([CH2:41][CH2:42][NH2:43])(=[O:40])[O:37][CH2:38][CH3:39])[CH3:34].C(O[BH-](OC(=O)C)OC(=O)C)(=O)C.[Na+].C(O)(=O)C. The catalyst is CN(C=O)C. The product is [CH2:38]([O:37][P:36]([CH2:41][CH2:42][NH:43][CH2:24][C:23]([CH3:26])=[CH:22][CH2:21][C:4]1[C:5]([O:14][CH2:15][CH2:16][Si:17]([CH3:20])([CH3:18])[CH3:19])=[C:6]2[C:10](=[C:11]([CH3:12])[C:3]=1[O:2][CH3:1])[CH2:9][O:8][C:7]2=[O:13])(=[O:40])[O:35][CH2:33][CH3:34])[CH3:39]. The yield is 0.960.